From a dataset of Catalyst prediction with 721,799 reactions and 888 catalyst types from USPTO. Predict which catalyst facilitates the given reaction. (1) Reactant: [N+:1]([C:4]1[CH:18]=[CH:17][C:7]([O:8][CH2:9][CH2:10][O:11][CH2:12][C:13]([O:15]C)=[O:14])=[CH:6][CH:5]=1)([O-:3])=[O:2].O[Li].O. Product: [N+:1]([C:4]1[CH:5]=[CH:6][C:7]([O:8][CH2:9][CH2:10][O:11][CH2:12][C:13]([OH:15])=[O:14])=[CH:17][CH:18]=1)([O-:3])=[O:2]. The catalyst class is: 8. (2) Reactant: [F:1][C:2]1[CH:3]=[C:4]([NH:20][C:21]([C:23]2[C:24](=[O:36])[N:25]([C:30]3[CH:35]=[CH:34][CH:33]=[CH:32][CH:31]=3)[N:26]([CH3:29])[C:27]=2[CH3:28])=[O:22])[CH:5]=[CH:6][C:7]=1[O:8][C:9]1[C:18]2[C:13](=[CH:14][C:15]([OH:19])=[CH:16][CH:17]=2)[N:12]=[CH:11][CH:10]=1.CS(O[CH2:42][C:43]1([O:46][C:47](=[O:49])[CH3:48])[CH2:45][CH2:44]1)(=O)=O.C([O-])([O-])=O.[Cs+].[Cs+]. Product: [C:47]([O:46][C:43]1([CH2:42][O:19][C:15]2[CH:14]=[C:13]3[C:18]([C:9]([O:8][C:7]4[CH:6]=[CH:5][C:4]([NH:20][C:21]([C:23]5[C:24](=[O:36])[N:25]([C:30]6[CH:31]=[CH:32][CH:33]=[CH:34][CH:35]=6)[N:26]([CH3:29])[C:27]=5[CH3:28])=[O:22])=[CH:3][C:2]=4[F:1])=[CH:10][CH:11]=[N:12]3)=[CH:17][CH:16]=2)[CH2:45][CH2:44]1)(=[O:49])[CH3:48]. The catalyst class is: 44. (3) Reactant: [CH2:1]1[C:10]2[C:5](=[CH:6][CH:7]=[CH:8][CH:9]=2)[CH2:4][C@@H:3]([CH2:11][OH:12])[NH:2]1.[CH3:13][C:14](OC(C)=O)=[O:15].C([O-])([O-])=O.[K+].[K+].CC(O)=O. Product: [OH:12][CH2:11][C@@H:3]1[CH2:4][C:5]2[C:10](=[CH:9][CH:8]=[CH:7][CH:6]=2)[CH2:1][N:2]1[C:14](=[O:15])[CH3:13]. The catalyst class is: 513. (4) Reactant: [F:1][C:2]1[CH:11]=[CH:10][C:5]([C:6]([O:8][CH3:9])=[O:7])=[C:4]([OH:12])[CH:3]=1.CC(C)([O-])C.[K+].[F:19][C:20]1[CH:25]=[CH:24][CH:23]=[C:22](F)[C:21]=1[N+:27]([O-:29])=[O:28]. Product: [F:1][C:2]1[CH:11]=[CH:10][C:5]([C:6]([O:8][CH3:9])=[O:7])=[C:4]([O:12][C:22]2[CH:23]=[CH:24][CH:25]=[C:20]([F:19])[C:21]=2[N+:27]([O-:29])=[O:28])[CH:3]=1. The catalyst class is: 7. (5) Reactant: [CH3:1][O:2][C:3](=[O:15])[NH:4][C:5]1[CH:10]=[CH:9][C:8](F)=[C:7]([N+:12]([O-:14])=[O:13])[CH:6]=1.[NH2:16][CH2:17][CH:18]1[CH2:23][CH2:22][O:21][CH2:20][CH2:19]1. Product: [CH3:1][O:2][C:3](=[O:15])[NH:4][C:5]1[CH:10]=[CH:9][C:8]([NH:16][CH2:17][CH:18]2[CH2:23][CH2:22][O:21][CH2:20][CH2:19]2)=[C:7]([N+:12]([O-:14])=[O:13])[CH:6]=1. The catalyst class is: 14. (6) Reactant: [NH2:1][CH2:2][CH:3]([O:7][CH2:8][CH3:9])[O:4][CH2:5][CH3:6].C(O[CH:13](O)[CH:14]([F:16])[F:15])C.[OH-].[Na+]. Product: [CH2:5]([O:4][CH:3]([O:7][CH2:8][CH3:9])[CH2:2][NH:1][CH2:13][CH:14]([F:16])[F:15])[CH3:6]. The catalyst class is: 11. (7) Reactant: [CH:1]1([N:7]=[C:8]=[O:9])[CH2:6][CH2:5][CH2:4][CH2:3][CH2:2]1.[NH:10]1[CH2:15][CH2:14][CH2:13][CH2:12][CH2:11]1. Product: [CH:1]1([NH:7][C:8]([N:10]2[CH2:15][CH2:14][CH2:13][CH2:12][CH2:11]2)=[O:9])[CH2:6][CH2:5][CH2:4][CH2:3][CH2:2]1. The catalyst class is: 81.